Dataset: Forward reaction prediction with 1.9M reactions from USPTO patents (1976-2016). Task: Predict the product of the given reaction. (1) Given the reactants ClC1C([N+]([O-])=O)=CC=C(Cl)N=1.NCC1C=NC=CC=1.Cl[C:21]1[N:26]=[C:25]([NH:27][CH2:28][C:29]2[CH:30]=[N:31][CH:32]=[CH:33][CH:34]=2)[C:24]([N+:35]([O-:37])=[O:36])=[CH:23][CH:22]=1.[N:38]1[C:42]2[CH:43]=[CH:44][CH:45]=[CH:46][C:41]=2[NH:40][CH:39]=1.C(=O)([O-])[O-].[K+].[K+], predict the reaction product. The product is: [N:38]1([C:21]2[N:26]=[C:25]([NH:27][CH2:28][C:29]3[CH:30]=[N:31][CH:32]=[CH:33][CH:34]=3)[C:24]([N+:35]([O-:37])=[O:36])=[CH:23][CH:22]=2)[C:42]2[CH:43]=[CH:44][CH:45]=[CH:46][C:41]=2[N:40]=[CH:39]1. (2) Given the reactants CS(O)(=O)=O.[NH2:6][CH2:7][CH2:8][CH2:9][CH2:10][CH2:11][CH2:12][OH:13].[C:14]([OH:25])(=O)[CH2:15][CH2:16][S:17][S:18][CH2:19][CH2:20][C:21]([OH:23])=[O:22], predict the reaction product. The product is: [C:21]([O:23][CH2:12][CH2:11][CH2:10][CH2:9][CH2:8][CH2:7][NH2:6])(=[O:22])[CH2:20][CH2:19][S:18][S:17][CH2:16][CH2:15][C:14]([O:13][CH2:12][CH2:11][CH2:10][CH2:9][CH2:8][CH2:7][NH2:6])=[O:25]. (3) Given the reactants B(Br)(Br)Br.C[O:6][C:7]1[CH:16]=[CH:15][C:10]2[C:11](=[O:14])[NH:12][S:13][C:9]=2[CH:8]=1.C([O-])(O)=O.[Na+], predict the reaction product. The product is: [OH:6][C:7]1[CH:16]=[CH:15][C:10]2[C:11](=[O:14])[NH:12][S:13][C:9]=2[CH:8]=1. (4) Given the reactants [N:1]1[C:6]2[NH:7][CH:8]=[CH:9][C:5]=2[C:4]([C:10]2[CH:11]=[C:12]([C:15]([OH:17])=O)[O:13][CH:14]=2)=[N:3][CH:2]=1.C1CN([P+](ON2N=[N:42][C:37]3[CH:38]=[CH:39][CH:40]=CC2=3)(N2CCCC2)N2CCCC2)CC1.F[P-](F)(F)(F)(F)F.CN1CCOCC1.[F:58][C:59]([F:68])([F:67])[CH2:60]NCCC1CC1, predict the reaction product. The product is: [CH:38]1([CH2:37][N:42]([CH2:60][C:59]([F:68])([F:67])[F:58])[C:15]([C:12]2[O:13][CH:14]=[C:10]([C:4]3[C:5]4[CH:9]=[CH:8][NH:7][C:6]=4[N:1]=[CH:2][N:3]=3)[CH:11]=2)=[O:17])[CH2:39][CH2:40]1. (5) Given the reactants [F:1][C:2]1[C:7]([CH:8]([OH:22])[CH2:9][C:10]([C:12]2[CH:13]=[C:14]([CH:19]=[CH:20][CH:21]=2)[C:15]([O:17][CH3:18])=[O:16])=[O:11])=[CH:6][CH:5]=[C:4]([F:23])[N:3]=1.ClC1N=C(F)C(C(O)CC(C2C=C(C=CC=2)C(OC)=O)=O)=CC=1, predict the reaction product. The product is: [F:1][C:2]1[C:7]([CH:8]([OH:22])[CH2:9][CH:10]([C:12]2[CH:13]=[C:14]([CH:19]=[CH:20][CH:21]=2)[C:15]([O:17][CH3:18])=[O:16])[OH:11])=[CH:6][CH:5]=[C:4]([F:23])[N:3]=1.